Dataset: Forward reaction prediction with 1.9M reactions from USPTO patents (1976-2016). Task: Predict the product of the given reaction. (1) Given the reactants [C:1]1([CH3:11])[CH:6]=[CH:5][C:4]([S:7](Cl)(=[O:9])=[O:8])=[CH:3][CH:2]=1.[CH3:12][O:13][C:14]([CH3:19])([CH3:18])[CH2:15][CH2:16][OH:17].C(OCC)C, predict the reaction product. The product is: [CH3:11][C:1]1[CH:6]=[CH:5][C:4]([S:7]([O:17][CH2:16][CH2:15][C:14]([O:13][CH3:12])([CH3:19])[CH3:18])(=[O:9])=[O:8])=[CH:3][CH:2]=1. (2) Given the reactants [C:1]([O:5][C:6]([NH:8][C@H:9]1[C@H:14]([O:15][Si:16]([C:19]([CH3:22])([CH3:21])[CH3:20])([CH3:18])[CH3:17])[CH2:13][CH2:12][N:11](C(OCC2C=CC=CC=2)=O)[CH2:10]1)=[O:7])([CH3:4])([CH3:3])[CH3:2], predict the reaction product. The product is: [Si:16]([O:15][C@@H:14]1[CH2:13][CH2:12][NH:11][CH2:10][C@H:9]1[NH:8][C:6](=[O:7])[O:5][C:1]([CH3:4])([CH3:3])[CH3:2])([C:19]([CH3:22])([CH3:21])[CH3:20])([CH3:18])[CH3:17]. (3) Given the reactants [F:1][C:2]([F:28])([C:22]1[CH:27]=[CH:26][CH:25]=[CH:24][N:23]=1)[CH2:3][N:4](C(OC(C)(C)C)=O)[C:5]1[N:10]=[C:9]([CH2:11][C:12]([OH:14])=O)[CH:8]=[CH:7][CH:6]=1.[Cl:29][C:30]1[CH:31]=[CH:32][C:33]([N:38]2[CH:42]=[N:41][CH:40]=[N:39]2)=[C:34]([CH:37]=1)[CH2:35][NH2:36], predict the reaction product. The product is: [F:28][C:2]([F:1])([C:22]1[CH:27]=[CH:26][CH:25]=[CH:24][N:23]=1)[CH2:3][NH:4][C:5]1[N:10]=[C:9]([CH2:11][C:12]([NH:36][CH2:35][C:34]2[CH:37]=[C:30]([Cl:29])[CH:31]=[CH:32][C:33]=2[N:38]2[CH:42]=[N:41][CH:40]=[N:39]2)=[O:14])[CH:8]=[CH:7][CH:6]=1. (4) Given the reactants [F:1][C:2]1[CH:3]=[C:4]([CH:10]=[CH:11][C:12]=1[NH:13][C:14]1[C:15]2[C:22]([F:23])=[CH:21][N:20]([CH:24]3[CH2:29][CH2:28][N:27]([C:30](=[NH:33])[NH:31][OH:32])[CH2:26][CH2:25]3)[C:16]=2[N:17]=[CH:18][N:19]=1)[C:5]([N:7]([CH3:9])[CH3:8])=[O:6].C(N(CC)CC)C.[C:41](Cl)(=O)[CH2:42][CH2:43][CH3:44].O, predict the reaction product. The product is: [F:1][C:2]1[CH:3]=[C:4]([CH:10]=[CH:11][C:12]=1[NH:13][C:14]1[C:15]2[C:22]([F:23])=[CH:21][N:20]([CH:24]3[CH2:29][CH2:28][N:27]([C:30]4[N:33]=[C:41]([CH2:42][CH2:43][CH3:44])[O:32][N:31]=4)[CH2:26][CH2:25]3)[C:16]=2[N:17]=[CH:18][N:19]=1)[C:5]([N:7]([CH3:9])[CH3:8])=[O:6].